This data is from Full USPTO retrosynthesis dataset with 1.9M reactions from patents (1976-2016). The task is: Predict the reactants needed to synthesize the given product. Given the product [NH:1]([C:2]1[CH:3]=[C:4]2[C:8](=[CH:9][CH:10]=1)[NH:7][C:6](=[O:11])[C:5]2=[C:12]([C:13]1[N:14]=[CH:15][NH:16][CH:17]=1)[CH3:26])[C:23]([NH2:22])=[O:24], predict the reactants needed to synthesize it. The reactants are: [NH2:1][C:2]1[CH:3]=[C:4]2[C:8](=[CH:9][CH:10]=1)[NH:7][C:6](=[O:11])[C:5]2=[CH:12][C:13]1[N:14]=[CH:15][NH:16][CH:17]=1.C[Si]([N:22]=[C:23]=[O:24])(C)C.O1CCC[CH2:26]1.